Dataset: Full USPTO retrosynthesis dataset with 1.9M reactions from patents (1976-2016). Task: Predict the reactants needed to synthesize the given product. (1) Given the product [Cl:1][C:2]1[CH:7]=[CH:6][C:5]([C@@:8]2([OH:16])[CH2:13][CH2:12][N:11]([C:20]([C@@H:19]([CH:18]([CH3:34])[CH3:17])[CH2:23][NH:24][C:25](=[O:26])[O:27][CH2:28][CH2:29][Si:30]([CH3:33])([CH3:32])[CH3:31])=[O:21])[CH2:10][C:9]2([CH3:14])[CH3:15])=[CH:4][CH:3]=1, predict the reactants needed to synthesize it. The reactants are: [Cl:1][C:2]1[CH:7]=[CH:6][C:5]([C@@:8]2([OH:16])[CH2:13][CH2:12][NH:11][CH2:10][C:9]2([CH3:15])[CH3:14])=[CH:4][CH:3]=1.[CH3:17][CH:18]([CH3:34])[C@@H:19]([CH2:23][NH:24][C:25]([O:27][CH2:28][CH2:29][Si:30]([CH3:33])([CH3:32])[CH3:31])=[O:26])[C:20](O)=[O:21].C(Cl)CCl.C1C=CC2N(O)N=NC=2C=1.CCN(C(C)C)C(C)C. (2) The reactants are: [N:1]1[C:5]2[CH:6]=[CH:7][CH:8]=[CH:9][C:4]=2[NH:3][CH:2]=1.[CH:10]#[C:11][CH3:12].ON1[C:18]2[CH:19]=[CH:20][CH:21]=[CH:22][C:17]=2N=N1.[OH2:23]. Given the product [NH:1]1[C:5]2[CH:6]=[CH:7][C:8]([C:2]([N:1]3[CH2:5][CH2:4][CH2:9][C@@H:10]4[C:19]5[CH:18]=[C:17]([C:6]#[C:7][CH3:8])[CH:22]=[CH:21][C:20]=5[CH2:12][C@H:11]34)=[O:23])=[CH:9][C:4]=2[N:3]=[CH:2]1, predict the reactants needed to synthesize it. (3) Given the product [CH2:1]([O:8][C:9]([NH:11][CH2:12][CH2:13][CH2:14][C@@H:15]([C:24]([NH:26][C@H:27]1[CH2:31][CH2:30][CH2:29][C@H:28]1[C:32]([O:34][CH3:35])=[O:33])=[O:25])[NH2:16])=[O:10])[C:2]1[CH:3]=[CH:4][CH:5]=[CH:6][CH:7]=1, predict the reactants needed to synthesize it. The reactants are: [CH2:1]([O:8][C:9]([NH:11][CH2:12][CH2:13][CH2:14][C@@H:15]([C:24]([NH:26][C@H:27]1[CH2:31][CH2:30][CH2:29][C@H:28]1[C:32]([O:34][CH3:35])=[O:33])=[O:25])[NH:16]C(OC(C)(C)C)=O)=[O:10])[C:2]1[CH:7]=[CH:6][CH:5]=[CH:4][CH:3]=1.Cl.C(OCC)(=O)C. (4) Given the product [F:32][C:33]([F:38])([F:37])[C:34]([OH:36])=[O:35].[CH3:30][C:26]1([CH3:31])[CH2:25][NH:24][CH2:29][CH2:28][N:27]1[C:13]([C:10]1[N:11]=[CH:12][N:8]([C:5]2[CH:6]=[CH:7][C:2]([F:1])=[C:3]([CH3:16])[CH:4]=2)[N:9]=1)=[O:15], predict the reactants needed to synthesize it. The reactants are: [F:1][C:2]1[CH:7]=[CH:6][C:5]([N:8]2[CH:12]=[N:11][C:10]([C:13]([OH:15])=O)=[N:9]2)=[CH:4][C:3]=1[CH3:16].C(OC([N:24]1[CH2:29][CH2:28][NH:27][C:26]([CH3:31])([CH3:30])[CH2:25]1)=O)(C)(C)C.[F:32][C:33]([F:38])([F:37])[C:34]([OH:36])=[O:35].CC1(C)CNCCN1C(C1N=CN(C2C=CC=CC=2)N=1)=O. (5) Given the product [F:35][C:9]([F:34])([F:8])[C:10]1[CH:11]=[C:12]([CH:27]=[C:28]([C:30]([F:33])([F:32])[F:31])[CH:29]=1)[CH2:13][NH:14][C:15]([C:17]1([CH2:23][CH:24]([CH3:26])[CH3:25])[CH2:18][CH2:19][N:20]([C:37]2[CH:42]=[CH:41][CH:40]=[CH:39][N:38]=2)[CH2:21][CH2:22]1)=[O:16], predict the reactants needed to synthesize it. The reactants are: FC(F)(F)C(O)=O.[F:8][C:9]([F:35])([F:34])[C:10]1[CH:11]=[C:12]([CH:27]=[C:28]([C:30]([F:33])([F:32])[F:31])[CH:29]=1)[CH2:13][NH:14][C:15]([C:17]1([CH2:23][CH:24]([CH3:26])[CH3:25])[CH2:22][CH2:21][NH:20][CH2:19][CH2:18]1)=[O:16].Br[C:37]1[CH:42]=[CH:41][CH:40]=[CH:39][N:38]=1.C(N(CC)CC)C.CC(C)([O-])C.[Na+]. (6) Given the product [N+:1]([C:4]1[CH:13]=[C:12]2[C:7](=[CH:6][CH:5]=1)[CH2:8][CH2:9][CH:10]=[CH:11]2)([O-:3])=[O:2], predict the reactants needed to synthesize it. The reactants are: [N+:1]([C:4]1[CH:13]=[C:12]2[C:7]([CH2:8][CH2:9][CH2:10][CH:11]2O)=[CH:6][CH:5]=1)([O-:3])=[O:2]. (7) The reactants are: [F:1][C:2]1[CH:10]=[C:9]2[C:5]([C:6]([CH:11]3[CH2:16][CH2:15][N:14]([CH3:17])[CH2:13][CH2:12]3)=[CH:7][NH:8]2)=[CH:4][C:3]=1[O:18]C.Cl.N1C=CC=CC=1. Given the product [F:1][C:2]1[CH:10]=[C:9]2[C:5]([C:6]([CH:11]3[CH2:12][CH2:13][N:14]([CH3:17])[CH2:15][CH2:16]3)=[CH:7][NH:8]2)=[CH:4][C:3]=1[OH:18], predict the reactants needed to synthesize it. (8) Given the product [CH3:1][S:2]([O:5][C:6]1[C:14]([O:15][CH3:16])=[CH:13][C:12]([C:17]2[N:18]([C:28]([O:30][C:31]([CH3:33])([CH3:32])[CH3:34])=[O:29])[C:19]3[C:24]([CH:25]=2)=[CH:23][C:22]([CH2:26][NH:36][CH2:37][CH2:38][C:39]2[CH:44]=[CH:43][CH:42]=[CH:41][N:40]=2)=[CH:21][CH:20]=3)=[C:11]2[C:7]=1[CH2:8][NH:9][C:10]2=[O:35])(=[O:3])=[O:4], predict the reactants needed to synthesize it. The reactants are: [CH3:1][S:2]([O:5][C:6]1[C:14]([O:15][CH3:16])=[CH:13][C:12]([C:17]2[N:18]([C:28]([O:30][C:31]([CH3:34])([CH3:33])[CH3:32])=[O:29])[C:19]3[C:24]([CH:25]=2)=[CH:23][C:22]([CH:26]=O)=[CH:21][CH:20]=3)=[C:11]2[C:7]=1[CH2:8][NH:9][C:10]2=[O:35])(=[O:4])=[O:3].[NH2:36][CH2:37][CH2:38][C:39]1[CH:44]=[CH:43][CH:42]=[CH:41][N:40]=1.C(O)(=O)C.C(O[BH-](OC(=O)C)OC(=O)C)(=O)C.[Na+]. (9) Given the product [CH2:4]([O:11][C:12]1[CH:17]=[CH:16][C:15]([NH2:18])=[CH:14][C:13]=1[F:21])[C:5]1[CH:6]=[CH:7][CH:8]=[CH:9][CH:10]=1, predict the reactants needed to synthesize it. The reactants are: O.NN.[CH2:4]([O:11][C:12]1[CH:17]=[CH:16][C:15]([N+:18]([O-])=O)=[CH:14][C:13]=1[F:21])[C:5]1[CH:10]=[CH:9][CH:8]=[CH:7][CH:6]=1. (10) Given the product [Cl:38][C:3]1[CH:2]=[C:25]([Cl:26])[CH:24]=[CH:23][C:4]=1[O:5][CH:6]1[CH2:7][CH2:8][N:9]([S:12]([C:33]2[C:32]([CH3:34])=[N:31][N:30]([CH3:40])[C:29]=2[C:28]([F:37])([F:36])[F:27])(=[O:14])=[O:13])[CH2:10][CH2:11]1, predict the reactants needed to synthesize it. The reactants are: Cl[C:2]1[CH:3]=[C:4]([CH:23]=[CH:24][C:25]=1[Cl:26])[O:5][CH:6]1[CH2:11][CH2:10][N:9]([S:12](C2C(C)=NN(C)C=2C)(=[O:14])=[O:13])[CH2:8][CH2:7]1.[F:27][C:28]([F:37])([F:36])[C:29]1[CH:33]=[C:32]([CH3:34])[N:31](C)[N:30]=1.[ClH:38].Cl[C:40]1C=C(Cl)C=CC=1OC1CCNCC1.